From a dataset of HIV replication inhibition screening data with 41,000+ compounds from the AIDS Antiviral Screen. Binary Classification. Given a drug SMILES string, predict its activity (active/inactive) in a high-throughput screening assay against a specified biological target. The compound is N#CC(=CNC(=S)Nc1ccccc1Cl)C(=O)c1ccc2ccccc2c1. The result is 0 (inactive).